The task is: Regression. Given a peptide amino acid sequence and an MHC pseudo amino acid sequence, predict their binding affinity value. This is MHC class II binding data.. This data is from Peptide-MHC class II binding affinity with 134,281 pairs from IEDB. The peptide sequence is KTVSEGAVDIINKWQ. The MHC is HLA-DPA10301-DPB10402 with pseudo-sequence HLA-DPA10301-DPB10402. The binding affinity (normalized) is 0.0318.